The task is: Predict the product of the given reaction.. This data is from Forward reaction prediction with 1.9M reactions from USPTO patents (1976-2016). Given the reactants [CH3:1][C:2]1[N:3]([CH2:14][CH2:15][CH2:16][CH2:17][CH2:18][CH2:19][C:20]([O:22]CC)=[O:21])[C:4]2[CH2:5][C:6]([CH3:13])([CH3:12])[CH2:7][C:8](=[O:11])[C:9]=2[CH:10]=1.O.O.[OH-].[Li+], predict the reaction product. The product is: [CH3:1][C:2]1[N:3]([CH2:14][CH2:15][CH2:16][CH2:17][CH2:18][CH2:19][C:20]([OH:22])=[O:21])[C:4]2[CH2:5][C:6]([CH3:13])([CH3:12])[CH2:7][C:8](=[O:11])[C:9]=2[CH:10]=1.